From a dataset of NCI-60 drug combinations with 297,098 pairs across 59 cell lines. Regression. Given two drug SMILES strings and cell line genomic features, predict the synergy score measuring deviation from expected non-interaction effect. (1) Drug 2: CC1OCC2C(O1)C(C(C(O2)OC3C4COC(=O)C4C(C5=CC6=C(C=C35)OCO6)C7=CC(=C(C(=C7)OC)O)OC)O)O. Synergy scores: CSS=53.9, Synergy_ZIP=3.74, Synergy_Bliss=3.74, Synergy_Loewe=6.47, Synergy_HSA=8.23. Cell line: CAKI-1. Drug 1: CC(C1=C(C=CC(=C1Cl)F)Cl)OC2=C(N=CC(=C2)C3=CN(N=C3)C4CCNCC4)N. (2) Drug 1: CCCS(=O)(=O)NC1=C(C(=C(C=C1)F)C(=O)C2=CNC3=C2C=C(C=N3)C4=CC=C(C=C4)Cl)F. Drug 2: C1CCC(C1)C(CC#N)N2C=C(C=N2)C3=C4C=CNC4=NC=N3. Cell line: MDA-MB-231. Synergy scores: CSS=7.65, Synergy_ZIP=-0.688, Synergy_Bliss=4.65, Synergy_Loewe=1.01, Synergy_HSA=2.48. (3) Synergy scores: CSS=0.194, Synergy_ZIP=-0.0627, Synergy_Bliss=-1.96, Synergy_Loewe=-2.03, Synergy_HSA=-3.42. Drug 1: C1CCN(CC1)CCOC2=CC=C(C=C2)C(=O)C3=C(SC4=C3C=CC(=C4)O)C5=CC=C(C=C5)O. Cell line: HOP-62. Drug 2: C1CC(=O)NC(=O)C1N2CC3=C(C2=O)C=CC=C3N. (4) Drug 1: CN1C(=O)N2C=NC(=C2N=N1)C(=O)N. Drug 2: COCCOC1=C(C=C2C(=C1)C(=NC=N2)NC3=CC=CC(=C3)C#C)OCCOC.Cl. Cell line: MOLT-4. Synergy scores: CSS=0.517, Synergy_ZIP=2.40, Synergy_Bliss=4.99, Synergy_Loewe=0.478, Synergy_HSA=0.405. (5) Drug 1: C1C(C(OC1N2C=C(C(=O)NC2=O)F)CO)O. Drug 2: CCC(=C(C1=CC=CC=C1)C2=CC=C(C=C2)OCCN(C)C)C3=CC=CC=C3.C(C(=O)O)C(CC(=O)O)(C(=O)O)O. Cell line: MOLT-4. Synergy scores: CSS=75.8, Synergy_ZIP=7.07, Synergy_Bliss=9.19, Synergy_Loewe=-43.3, Synergy_HSA=7.57. (6) Drug 1: CC12CCC(CC1=CCC3C2CCC4(C3CC=C4C5=CN=CC=C5)C)O. Drug 2: CC=C1C(=O)NC(C(=O)OC2CC(=O)NC(C(=O)NC(CSSCCC=C2)C(=O)N1)C(C)C)C(C)C. Cell line: CAKI-1. Synergy scores: CSS=35.1, Synergy_ZIP=-1.96, Synergy_Bliss=-1.36, Synergy_Loewe=-17.1, Synergy_HSA=-0.799.